This data is from Reaction yield outcomes from USPTO patents with 853,638 reactions. The task is: Predict the reaction yield, written as a fraction of the theoretical maximum amount of product (1.0 means a 100% yield; for example, 0.34 means a 34% yield). (1) The reactants are [C:1]([NH:4][C@@H:5]1[C@@H:10]([O:11][C:12](=[O:14])[CH3:13])[C@H:9]([O:15][C:16](=[O:18])[CH3:17])[C@@H:8]([CH2:19][O:20][C:21](=[O:23])[CH3:22])[O:7][C@H:6]1[O:24][C@@H:25]1[C@H:31]([O:32][CH2:33][C:34]2[CH:39]=[CH:38][CH:37]=[CH:36][CH:35]=2)[C@@H:30]([O:40][CH2:41][C:42]2[CH:47]=[CH:46][CH:45]=[CH:44][CH:43]=2)[C@H:29]([CH3:48])[O:28][C@H:26]1[OH:27])(=[O:3])[CH3:2].[Cl:49][C:50]([Cl:54])([Cl:53])[C:51]#[N:52].C1CCN2C(=NCCC2)CC1. The catalyst is C(Cl)Cl. The product is [Cl:49][C:50]([Cl:54])([Cl:53])[C:51]([O:27][C@@H:26]1[O:28][C@@H:29]([CH3:48])[C@H:30]([O:40][CH2:41][C:42]2[CH:47]=[CH:46][CH:45]=[CH:44][CH:43]=2)[C@@H:31]([O:32][CH2:33][C:34]2[CH:39]=[CH:38][CH:37]=[CH:36][CH:35]=2)[C@H:25]1[O:24][C@@H:6]1[O:7][C@H:8]([CH2:19][O:20][C:21](=[O:23])[CH3:22])[C@@H:9]([O:15][C:16](=[O:18])[CH3:17])[C@H:10]([O:11][C:12](=[O:14])[CH3:13])[C@H:5]1[NH:4][C:1](=[O:3])[CH3:2])=[NH:52]. The yield is 0.860. (2) The reactants are [Br:1][C:2]1[CH:3]=[C:4]2[C:9](=[CH:10][CH:11]=1)[C:8](=[N:12][OH:13])[CH2:7][CH2:6][CH2:5]2.[C:14]1([CH3:24])[CH:19]=[CH:18][C:17]([S:20](Cl)(=[O:22])=[O:21])=[CH:16][CH:15]=1. The catalyst is N1C=CC=CC=1. The product is [S:20]([O:13][N:12]=[C:8]1[C:9]2[C:4](=[CH:3][C:2]([Br:1])=[CH:11][CH:10]=2)[CH2:5][CH2:6][CH2:7]1)([C:17]1[CH:18]=[CH:19][C:14]([CH3:24])=[CH:15][CH:16]=1)(=[O:22])=[O:21]. The yield is 0.950. (3) The reactants are [C:1]([O:5][C:6](=[O:30])[NH:7][CH:8]([C:25](=[O:29])[N:26]([CH3:28])[CH3:27])[CH2:9][C:10]1[CH:15]=[CH:14][C:13]([O:16][C:17]2[CH:22]=[CH:21][C:20]([CH:23]=[O:24])=[CH:19][CH:18]=2)=[CH:12][CH:11]=1)([CH3:4])([CH3:3])[CH3:2].[Mn]([O-])(=O)(=O)=[O:32].[K+]. The catalyst is C1COCC1.O. The product is [C:1]([O:5][C:6]([NH:7][CH:8]([C:25](=[O:29])[N:26]([CH3:27])[CH3:28])[CH2:9][C:10]1[CH:15]=[CH:14][C:13]([O:16][C:17]2[CH:18]=[CH:19][C:20]([C:23]([OH:32])=[O:24])=[CH:21][CH:22]=2)=[CH:12][CH:11]=1)=[O:30])([CH3:3])([CH3:2])[CH3:4]. The yield is 0.910. (4) The reactants are Cl[C:2]1[N:3]=[CH:4][C:5]2[C:10]([C:11]([NH:13][CH2:14][C:15]3[C:16]([OH:23])=[N:17][C:18]([CH3:22])=[CH:19][C:20]=3[CH3:21])=[O:12])=[C:9]([CH3:24])[N:8]([C@@H:25]([C:27]3[CH:32]=[CH:31][CH:30]=[CH:29][CH:28]=3)[CH3:26])[C:6]=2[N:7]=1. The catalyst is CO.[C].[Pd]. The product is [OH:23][C:16]1[C:15]([CH2:14][NH:13][C:11]([C:10]2[C:5]3[CH:4]=[N:3][CH:2]=[N:7][C:6]=3[N:8]([C@@H:25]([C:27]3[CH:32]=[CH:31][CH:30]=[CH:29][CH:28]=3)[CH3:26])[C:9]=2[CH3:24])=[O:12])=[C:20]([CH3:21])[CH:19]=[C:18]([CH3:22])[N:17]=1. The yield is 0.720. (5) The reactants are N[C:2]1[CH:11]=[C:10](Cl)[CH:9]=[CH:8][C:3]=1[C:4]([NH:6][CH3:7])=[O:5].[ClH:13]. The catalyst is N1C=CC=CC=1. The product is [Cl:13][C:9]1[CH:10]=[CH:11][CH:2]=[C:3]([CH:8]=1)[C:4]([NH:6][CH3:7])=[O:5]. The yield is 0.510. (6) The reactants are [F:1][C:2]([F:11])([F:10])[C:3]1[N:4]=[C:5]([C:8]#[N:9])[S:6][CH:7]=1.CO[Na].[NH4+:15].[Cl-]. The product is [F:11][C:2]([F:1])([F:10])[C:3]1[N:4]=[C:5]([C:8]([NH2:15])=[NH:9])[S:6][CH:7]=1. The catalyst is CO.C(Cl)Cl. The yield is 0.320. (7) The reactants are [Br:1][C:2]1[CH:3]=[C:4]([C:8](=O)[CH3:9])[CH:5]=[CH:6][CH:7]=1.C([O-])=O.[NH4+:14].Cl. The catalyst is CO.O.C[C]1[C](C)[C](C)[C](C)[C]1C.C[C]1[C](C)[C](C)[C](C)[C]1C.Cl[Rh]Cl.Cl[Rh]Cl. The product is [Br:1][C:2]1[CH:3]=[C:4]([CH:8]([NH2:14])[CH3:9])[CH:5]=[CH:6][CH:7]=1. The yield is 0.850. (8) The reactants are [BH4-].[Na+].[CH3:3][C:4]1[NH:8][N:7]=[C:6]([NH:9][C:10]2[C:19]3[C:14](=[CH:15][CH:16]=[CH:17][CH:18]=3)[C:13](=[O:20])[N:12]([CH2:21][C:22](=[O:29])[C:23]3[CH:28]=[CH:27][CH:26]=[CH:25][CH:24]=3)[N:11]=2)[CH:5]=1. The product is [OH:29][CH:22]([C:23]1[CH:24]=[CH:25][CH:26]=[CH:27][CH:28]=1)[CH2:21][N:12]1[N:11]=[C:10]([NH:9][C:6]2[CH:5]=[C:4]([CH3:3])[NH:8][N:7]=2)[C:19]2[C:14](=[CH:15][CH:16]=[CH:17][CH:18]=2)[C:13]1=[O:20]. The catalyst is C1COCC1. The yield is 0.120. (9) The reactants are [F:1][C:2]1[CH:10]=[CH:9][C:8]([CH3:11])=[CH:7][C:3]=1[C:4]([OH:6])=O.S(Cl)(Cl)=O.[OH:16][CH2:17][CH:18]1[NH:23][CH2:22][CH2:21][N:20]([C:24]([O:26][C:27]([CH3:30])([CH3:29])[CH3:28])=[O:25])[CH2:19]1.C(N(CC)CC)C. The catalyst is O1CCCC1.O. The product is [F:1][C:2]1[CH:10]=[CH:9][C:8]([CH3:11])=[CH:7][C:3]=1[C:4]([N:23]1[CH2:22][CH2:21][N:20]([C:24]([O:26][C:27]([CH3:28])([CH3:29])[CH3:30])=[O:25])[CH2:19][CH:18]1[CH2:17][OH:16])=[O:6]. The yield is 0.717. (10) The reactants are [I:1][C:2]1[C:10]2[C:5](=[CH:6][CH:7]=[CH:8][C:9]=2[N+:11]([O-:13])=[O:12])[NH:4][N:3]=1.Br[CH2:15][C:16]1[CH:17]=[C:18]([CH:23]=[CH:24][CH:25]=1)[C:19]([O:21][CH3:22])=[O:20].C(N=C(N(C)C)N(C)C)(C)(C)C. The catalyst is CC#N. The product is [I:1][C:2]1[C:10]2[C:5](=[CH:6][CH:7]=[CH:8][C:9]=2[N+:11]([O-:13])=[O:12])[N:4]([CH2:15][C:16]2[CH:17]=[C:18]([CH:23]=[CH:24][CH:25]=2)[C:19]([O:21][CH3:22])=[O:20])[N:3]=1. The yield is 0.680.